From a dataset of NCI-60 drug combinations with 297,098 pairs across 59 cell lines. Regression. Given two drug SMILES strings and cell line genomic features, predict the synergy score measuring deviation from expected non-interaction effect. (1) Drug 1: C1CCC(C1)C(CC#N)N2C=C(C=N2)C3=C4C=CNC4=NC=N3. Drug 2: C1C(C(OC1N2C=NC3=C2NC=NCC3O)CO)O. Cell line: COLO 205. Synergy scores: CSS=-2.61, Synergy_ZIP=6.38, Synergy_Bliss=5.23, Synergy_Loewe=-2.77, Synergy_HSA=-3.66. (2) Drug 2: C(CN)CNCCSP(=O)(O)O. Cell line: M14. Drug 1: CS(=O)(=O)C1=CC(=C(C=C1)C(=O)NC2=CC(=C(C=C2)Cl)C3=CC=CC=N3)Cl. Synergy scores: CSS=-3.35, Synergy_ZIP=1.43, Synergy_Bliss=-0.135, Synergy_Loewe=-4.02, Synergy_HSA=-3.79. (3) Drug 1: C1CN1C2=NC(=NC(=N2)N3CC3)N4CC4. Drug 2: CC1=C(C(=O)C2=C(C1=O)N3CC4C(C3(C2COC(=O)N)OC)N4)N. Cell line: SF-268. Synergy scores: CSS=51.8, Synergy_ZIP=-6.07, Synergy_Bliss=-0.387, Synergy_Loewe=0.583, Synergy_HSA=4.23. (4) Drug 1: C1=CC=C(C=C1)NC(=O)CCCCCCC(=O)NO. Drug 2: C1CC(=O)NC(=O)C1N2C(=O)C3=CC=CC=C3C2=O. Cell line: SNB-19. Synergy scores: CSS=-2.85, Synergy_ZIP=1.98, Synergy_Bliss=0.822, Synergy_Loewe=0.663, Synergy_HSA=-2.44. (5) Drug 1: CN(C(=O)NC(C=O)C(C(C(CO)O)O)O)N=O. Drug 2: C(CN)CNCCSP(=O)(O)O. Cell line: A549. Synergy scores: CSS=3.05, Synergy_ZIP=-1.09, Synergy_Bliss=0.246, Synergy_Loewe=0.0568, Synergy_HSA=0.440. (6) Drug 1: CC1=C(C(CCC1)(C)C)C=CC(=CC=CC(=CC(=O)O)C)C. Drug 2: C1CN1C2=NC(=NC(=N2)N3CC3)N4CC4. Cell line: DU-145. Synergy scores: CSS=43.2, Synergy_ZIP=-6.06, Synergy_Bliss=-8.03, Synergy_Loewe=-14.5, Synergy_HSA=-5.09. (7) Drug 1: CC1C(C(CC(O1)OC2CC(CC3=C2C(=C4C(=C3O)C(=O)C5=C(C4=O)C(=CC=C5)OC)O)(C(=O)C)O)N)O.Cl. Drug 2: CN(C)N=NC1=C(NC=N1)C(=O)N. Cell line: ACHN. Synergy scores: CSS=19.7, Synergy_ZIP=-5.02, Synergy_Bliss=2.56, Synergy_Loewe=-13.0, Synergy_HSA=3.62.